Dataset: Catalyst prediction with 721,799 reactions and 888 catalyst types from USPTO. Task: Predict which catalyst facilitates the given reaction. (1) Reactant: [Cl:1][S:2]([C:5]1[CH:13]=[CH:12][C:8]([C:9](Cl)=[O:10])=[CH:7][CH:6]=1)(=[O:4])=[O:3].[F:14][C:15]1[CH:22]=[CH:21][C:18]([CH2:19][NH2:20])=[CH:17][C:16]=1[O:23][CH3:24].CCN(CC)CC. Product: [F:14][C:15]1[CH:22]=[CH:21][C:18]([CH2:19][NH:20][C:9]([C:8]2[CH:12]=[CH:13][C:5]([S:2]([Cl:1])(=[O:4])=[O:3])=[CH:6][CH:7]=2)=[O:10])=[CH:17][C:16]=1[O:23][CH3:24]. The catalyst class is: 230. (2) Reactant: [OH-].[Na+].S(O)(O)(=O)=O.[CH3:8][S:9][C:10](=[NH:12])[NH2:11].CC(OC)(C)C.C1COCC1.[NH2:24][C:25]1[C:26]([C:33](OC(C)=CC(=O)NC(C)(CC)C)=[O:34])=[N:27][C:28]([Br:32])=[C:29]([NH2:31])[N:30]=1. Product: [NH2:24][C:25]1[C:26]([C:33]([NH:12][C:10]([S:9][CH3:8])=[NH:11])=[O:34])=[N:27][C:28]([Br:32])=[C:29]([NH2:31])[N:30]=1. The catalyst class is: 6. (3) Reactant: C([O:3][C:4]([C:6]12[CH2:24][CH:23]1[CH:22]=[CH:21][CH2:20][CH2:19][CH2:18][CH2:17][CH2:16][N:15]([CH2:25][C:26]1[CH:31]=[CH:30][C:29]([O:32][CH3:33])=[CH:28][CH:27]=1)[C:14](=[O:34])[N:13]1[CH:9]([CH2:10][CH:11]([O:35][Si:36]([C:39]([CH3:42])([CH3:41])[CH3:40])([CH3:38])[CH3:37])[CH2:12]1)[C:8](=[O:43])[NH:7]2)=[O:5])C.[Li+].[OH-]. Product: [C:39]([Si:36]([CH3:38])([CH3:37])[O:35][CH:11]1[CH2:10][CH:9]2[N:13]([C:14](=[O:34])[N:15]([CH2:25][C:26]3[CH:31]=[CH:30][C:29]([O:32][CH3:33])=[CH:28][CH:27]=3)[CH2:16][CH2:17][CH2:18][CH2:19][CH2:20][CH:21]=[CH:22][CH:23]3[C:6]([C:4]([OH:5])=[O:3])([NH:7][C:8]2=[O:43])[CH2:24]3)[CH2:12]1)([CH3:42])([CH3:41])[CH3:40]. The catalyst class is: 87. (4) Reactant: C(OC1(C)C2CC3CC(CC1C3)C2)(=[O:5])C(C)=C.C(S)CCCCCCCCCCC.CC(N=NC(C#N)(C)C)(C#N)C.C(O[CH:49]1[CH2:54][CH:53]([C:55]([OH:64])([C:60]([F:63])([F:62])[F:61])[C:56]([F:59])([F:58])[F:57])[CH:52]([OH:65])[CH2:51][CH2:50]1)(=O)C(C)=C. Product: [F:57][C:56]([F:58])([F:59])[C:55]([CH:53]1[CH2:54][CH2:49][CH:50]([OH:5])[CH2:51][CH:52]1[OH:65])([OH:64])[C:60]([F:63])([F:62])[F:61]. The catalyst class is: 131. (5) Reactant: [CH3:1][O:2][C:3]1[CH:4]=[C:5]2[C:10](=[CH:11][C:12]=1[O:13][CH3:14])[N:9]=[CH:8][N:7]=[C:6]2[O:15][C:16]1[CH:22]=[CH:21][C:19]([NH2:20])=[CH:18][CH:17]=1.Cl[C:24](Cl)([O:26][C:27](=[O:33])OC(Cl)(Cl)Cl)Cl.[CH:35]1(CO)[CH2:37][CH2:36]1.C(=O)(O)[O-].[Na+]. Product: [CH3:1][O:2][C:3]1[CH:4]=[C:5]2[C:10](=[CH:11][C:12]=1[O:13][CH3:14])[N:9]=[CH:8][N:7]=[C:6]2[O:15][C:16]1[CH:22]=[CH:21][C:19]([NH:20][C:27](=[O:33])[O:26][CH2:24][CH:35]2[CH2:37][CH2:36]2)=[CH:18][CH:17]=1. The catalyst class is: 208. (6) Reactant: [O:1]=[C:2]1[CH2:6][CH2:5][CH:4]([C:7]([OH:9])=O)[CH2:3]1.CN(C(ON1N=NC2C=CC=NC1=2)=[N+](C)C)C.F[P-](F)(F)(F)(F)F.CCN(C(C)C)C(C)C.[CH3:43][N:44]1[C:53]2[C:48](=[CH:49][N:50]=[C:51]([CH3:54])[CH:52]=2)[CH:47]=[C:46]([C:55]2[CH:56]=[C:57]([NH:62]/[C:63](/[NH2:66])=[N:64]/O)[CH:58]=[CH:59][C:60]=2[CH3:61])[C:45]1=[O:67].[BH4-].[Na+]. Product: [OH:1][CH:2]1[CH2:6][CH2:5][CH:4]([C:7]2[O:9][N:64]=[C:63]([NH:62][C:57]3[CH:58]=[CH:59][C:60]([CH3:61])=[C:55]([C:46]4[C:45](=[O:67])[N:44]([CH3:43])[C:53]5[C:48]([CH:47]=4)=[CH:49][N:50]=[C:51]([CH3:54])[CH:52]=5)[CH:56]=3)[N:66]=2)[CH2:3]1. The catalyst class is: 3.